Dataset: Reaction yield outcomes from USPTO patents with 853,638 reactions. Task: Predict the reaction yield, written as a fraction of the theoretical maximum amount of product (1.0 means a 100% yield; for example, 0.34 means a 34% yield). (1) The reactants are [Cl:1][C:2]1[CH:9]=[CH:8][C:5]([CH:6]=O)=[C:4]([NH2:10])[CH:3]=1.[CH2:11]([O:13][C:14](=[O:18])[CH:15]=[CH:16]O)[CH3:12].[Na]. The catalyst is C(O)(=O)C. The product is [CH2:11]([O:13][C:14]([C:15]1[CH:16]=[N:10][C:4]2[C:5]([CH:6]=1)=[CH:8][CH:9]=[C:2]([Cl:1])[CH:3]=2)=[O:18])[CH3:12]. The yield is 0.130. (2) The reactants are [F:1][C:2]1[CH:11]=[CH:10][CH:9]=[C:8]2[C:3]=1[C:4](=O)[NH:5][CH:6]=[N:7]2.CN(C=O)C.S(Cl)([Cl:20])=O. No catalyst specified. The product is [ClH:20].[Cl:20][C:4]1[C:3]2[C:8](=[CH:9][CH:10]=[CH:11][C:2]=2[F:1])[N:7]=[CH:6][N:5]=1. The yield is 0.950. (3) The yield is 0.210. The catalyst is CO. The product is [Cl:3][C:4]1[CH:5]=[C:6]([CH:10]2[C:19]3[C:14](=[CH:15][CH:16]=[C:17]([C:20]([C:28]4[CH:33]=[CH:32][C:31]([F:34])=[CH:30][CH:29]=4)([C:22]4[N:26]([CH3:27])[CH:25]=[N:24][CH:23]=4)[OH:21])[CH:18]=3)[N:13]3[N:35]=[N:36][N:37]=[C:12]3[NH:11]2)[CH:7]=[CH:8][CH:9]=1. The reactants are [B-].[Na+].[Cl:3][C:4]1[CH:5]=[C:6]([C:10]2[C:19]3[C:14](=[CH:15][CH:16]=[C:17]([C:20]([C:28]4[CH:33]=[CH:32][C:31]([F:34])=[CH:30][CH:29]=4)([C:22]4[N:26]([CH3:27])[CH:25]=[N:24][CH:23]=4)[OH:21])[CH:18]=3)[N:13]3[N:35]=[N:36][N:37]=[C:12]3[N:11]=2)[CH:7]=[CH:8][CH:9]=1.C(Cl)Cl. (4) The reactants are [NH2:1][C:2]1[CH:7]=[CH:6][CH:5]=[C:4]([C:8]([CH:10]2[CH2:15][CH2:14][N:13]([CH3:16])[CH2:12][CH2:11]2)=[O:9])[N:3]=1.[Br:17][C:18]1[CH:22]=[CH:21][S:20][C:19]=1[C:23]([Cl:25])=[O:24]. The catalyst is O1CCOCC1. The product is [ClH:25].[Br:17][C:18]1[CH:22]=[CH:21][S:20][C:19]=1[C:23]([NH:1][C:2]1[CH:7]=[CH:6][CH:5]=[C:4]([C:8]([CH:10]2[CH2:15][CH2:14][N:13]([CH3:16])[CH2:12][CH2:11]2)=[O:9])[N:3]=1)=[O:24]. The yield is 0.780. (5) The reactants are [Cl:1][C:2]1[CH:7]=[CH:6][CH:5]=[CH:4][C:3]=1[CH2:8][C:9]([C:11]1[CH:16]=[CH:15][CH:14]=[CH:13][CH:12]=1)=O.[CH2:17]([O:19][C:20]1[CH:21]=[C:22]([CH:25]=[C:26]([N+:29]([O-:31])=[O:30])[C:27]=1[OH:28])[CH:23]=O)[CH3:18].[NH2:32][C:33]([NH2:35])=[O:34].Cl. The catalyst is CCO.CO.CCOC(C)=O. The product is [Cl:1][C:2]1[CH:7]=[CH:6][CH:5]=[CH:4][C:3]=1[C:8]1[CH:23]([C:22]2[CH:25]=[C:26]([N+:29]([O-:31])=[O:30])[C:27]([OH:28])=[C:20]([O:19][CH2:17][CH3:18])[CH:21]=2)[NH:32][C:33](=[O:34])[NH:35][C:9]=1[C:11]1[CH:16]=[CH:15][CH:14]=[CH:13][CH:12]=1. The yield is 0.0700. (6) The reactants are Br[C:2]1[CH:7]=[CH:6][CH:5]=[C:4]([CH3:8])[N:3]=1.[CH2:9]([N:13]1[N:17]=[C:16]2[CH:18]=[CH:19][CH:20]=[CH:21][C:15]2=[N:14]1)[CH2:10][C:11]#[CH:12]. No catalyst specified. The product is [CH3:8][C:4]1[N:3]=[C:2]([C:12]#[C:11][CH2:10][CH2:9][N:13]2[N:14]=[C:15]3[CH:21]=[CH:20][CH:19]=[CH:18][C:16]3=[N:17]2)[CH:7]=[CH:6][CH:5]=1. The yield is 0.530. (7) The reactants are [F:1][C:2]1[CH:3]=[C:4]([CH:26]=[CH:27][CH:28]=1)[CH2:5][O:6][C:7]1[CH:12]=[CH:11][C:10]([NH:13][C:14]2[C:23]3[C:18](=[CH:19][CH:20]=[C:21](I)[CH:22]=3)[N:17]=[CH:16][N:15]=2)=[CH:9][C:8]=1[Cl:25].C[Si](C)(C)[O:31][CH2:32][C:33]#[CH:34].C(N(CC)CC)C. The catalyst is CN(C=O)C.Cl[Pd](Cl)([P](C1C=CC=CC=1)(C1C=CC=CC=1)C1C=CC=CC=1)[P](C1C=CC=CC=1)(C1C=CC=CC=1)C1C=CC=CC=1.[Cu]I. The product is [F:1][C:2]1[CH:3]=[C:4]([CH:26]=[CH:27][CH:28]=1)[CH2:5][O:6][C:7]1[CH:12]=[CH:11][C:10]([NH:13][C:14]2[C:23]3[C:18](=[CH:19][CH:20]=[C:21]([C:34]#[C:33][CH2:32][OH:31])[CH:22]=3)[N:17]=[CH:16][N:15]=2)=[CH:9][C:8]=1[Cl:25]. The yield is 0.860.